This data is from Reaction yield outcomes from USPTO patents with 853,638 reactions. The task is: Predict the reaction yield, written as a fraction of the theoretical maximum amount of product (1.0 means a 100% yield; for example, 0.34 means a 34% yield). The reactants are [N:1]1[C:10]2[C:5](=[CH:6][CH:7]=[CH:8][CH:9]=2)[N:4]=[CH:3][C:2]=1[C:11]([OH:13])=O.CN(C1C=CC=CN=1)C.CCN=C=NCCCN(C)C.[NH2:34][C@H:35]([C@H:43]1[O:47][C:46](=[O:48])[C@H:45]([CH2:49][CH2:50][C:51]([F:54])([CH3:53])[CH3:52])[CH2:44]1)[CH2:36][C:37]1[CH:42]=[CH:41][CH:40]=[CH:39][CH:38]=1. The catalyst is C(Cl)Cl.C(OCC)C. The product is [F:54][C:51]([CH3:53])([CH3:52])[CH2:50][CH2:49][C@H:45]1[C:46](=[O:48])[O:47][C@H:43]([C@@H:35]([NH:34][C:11]([C:2]2[CH:3]=[N:4][C:5]3[C:10](=[CH:9][CH:8]=[CH:7][CH:6]=3)[N:1]=2)=[O:13])[CH2:36][C:37]2[CH:38]=[CH:39][CH:40]=[CH:41][CH:42]=2)[CH2:44]1. The yield is 0.640.